The task is: Predict the reactants needed to synthesize the given product.. This data is from Full USPTO retrosynthesis dataset with 1.9M reactions from patents (1976-2016). Given the product [C:16]([O:15][C:13]([NH:1][C:2]1[CH:3]=[CH:4][C:5]([C:8]([O:10][CH2:11][CH3:12])=[O:9])=[N:6][CH:7]=1)=[O:14])([CH3:19])([CH3:18])[CH3:17], predict the reactants needed to synthesize it. The reactants are: [NH2:1][C:2]1[CH:3]=[CH:4][C:5]([C:8]([O:10][CH2:11][CH3:12])=[O:9])=[N:6][CH:7]=1.[C:13](O[C:13]([O:15][C:16]([CH3:19])([CH3:18])[CH3:17])=[O:14])([O:15][C:16]([CH3:19])([CH3:18])[CH3:17])=[O:14].